From a dataset of Peptide-MHC class II binding affinity with 134,281 pairs from IEDB. Regression. Given a peptide amino acid sequence and an MHC pseudo amino acid sequence, predict their binding affinity value. This is MHC class II binding data. (1) The peptide sequence is QISGVDLGLPNWGKY. The MHC is DRB1_0404 with pseudo-sequence DRB1_0404. The binding affinity (normalized) is 0.171. (2) The peptide sequence is RNTLLFLDLIILNFV. The MHC is DRB3_0101 with pseudo-sequence DRB3_0101. The binding affinity (normalized) is 0.0808. (3) The peptide sequence is TSCSLMHTAVDLVNE. The MHC is HLA-DPA10301-DPB10402 with pseudo-sequence HLA-DPA10301-DPB10402. The binding affinity (normalized) is 0.428. (4) The peptide sequence is EAAFTVSSKRNLADA. The MHC is HLA-DPA10103-DPB10301 with pseudo-sequence HLA-DPA10103-DPB10301. The binding affinity (normalized) is 0.167.